From a dataset of Full USPTO retrosynthesis dataset with 1.9M reactions from patents (1976-2016). Predict the reactants needed to synthesize the given product. (1) Given the product [Cl:1][C:2]1[CH:3]=[C:4]2[C:8](=[CH:9][CH:10]=1)[NH:7][C:6]([C:11]([NH:13][C@H:14]1[C@H:18]([NH:19][C:20]([C:22]3[S:23][C:24]4[CH2:25][N:26]([CH3:31])[CH2:27][CH2:28][C:29]=4[N:30]=3)=[O:21])[CH2:17][N:16]([S:32]([CH2:35][C:36]([OH:38])=[O:37])(=[O:34])=[O:33])[CH2:15]1)=[O:12])=[CH:5]2, predict the reactants needed to synthesize it. The reactants are: [Cl:1][C:2]1[CH:3]=[C:4]2[C:8](=[CH:9][CH:10]=1)[NH:7][C:6]([C:11]([NH:13][C@H:14]1[C@H:18]([NH:19][C:20]([C:22]3[S:23][C:24]4[CH2:25][N:26]([CH3:31])[CH2:27][CH2:28][C:29]=4[N:30]=3)=[O:21])[CH2:17][N:16]([S:32]([CH2:35][C:36]([O:38]C)=[O:37])(=[O:34])=[O:33])[CH2:15]1)=[O:12])=[CH:5]2.O.[OH-].[Li+].Cl. (2) Given the product [F:23][C:24]([F:35])([F:34])[C:25]1[N:15]([C@H:13]2[CH2:12][C@H:11]([NH:10][C:2]3[S:1][C:5]4[CH:6]=[CH:7][CH:8]=[CH:9][C:4]=4[N:3]=3)[CH2:14]2)[C:16]2=[N:17][CH:18]=[CH:19][CH:20]=[C:21]2[N:22]=1, predict the reactants needed to synthesize it. The reactants are: [S:1]1[C:5]2[CH:6]=[CH:7][CH:8]=[CH:9][C:4]=2[N:3]=[C:2]1[NH:10][C@H:11]1[CH2:14][C@H:13]([NH:15][C:16]2[C:21]([NH2:22])=[CH:20][CH:19]=[CH:18][N:17]=2)[CH2:12]1.[F:23][C:24]([F:35])([F:34])[C:25](O[C:25](=O)[C:24]([F:35])([F:34])[F:23])=O.C(O)(=O)C. (3) Given the product [C:35]1([CH2:34][C:33]([C:2]2[N:3]=[CH:4][N:5]([C:7]([C:20]3[CH:21]=[CH:22][CH:23]=[CH:24][CH:25]=3)([C:14]3[CH:15]=[CH:16][CH:17]=[CH:18][CH:19]=3)[C:8]3[CH:9]=[CH:10][CH:11]=[CH:12][CH:13]=3)[CH:6]=2)=[O:41])[CH:40]=[CH:39][CH:38]=[CH:37][CH:36]=1, predict the reactants needed to synthesize it. The reactants are: I[C:2]1[N:3]=[CH:4][N:5]([C:7]([C:20]2[CH:25]=[CH:24][CH:23]=[CH:22][CH:21]=2)([C:14]2[CH:19]=[CH:18][CH:17]=[CH:16][CH:15]=2)[C:8]2[CH:13]=[CH:12][CH:11]=[CH:10][CH:9]=2)[CH:6]=1.C([Mg]Br)C.CON(C)[C:33](=[O:41])[CH2:34][C:35]1[CH:40]=[CH:39][CH:38]=[CH:37][CH:36]=1. (4) The reactants are: [Cl:1][C:2]1[CH:7]=[CH:6][CH:5]=[C:4]([Cl:8])[C:3]=1[C:9]1[C:13]([CH2:14][O:15][C:16]2[N:21]=[C:20]([C:22]([F:25])([F:24])[F:23])[C:19]([N:26]([CH3:38])[C:27](=[O:37])[C:28]3[CH:36]=[CH:35][C:31]([C:32]([OH:34])=O)=[CH:30][CH:29]=3)=[CH:18][CH:17]=2)=[C:12]([CH:39]([CH3:41])[CH3:40])[O:11][N:10]=1.C(Cl)(=O)C(Cl)=O.C[N:49](C)C=O. Given the product [Cl:1][C:2]1[CH:7]=[CH:6][CH:5]=[C:4]([Cl:8])[C:3]=1[C:9]1[C:13]([CH2:14][O:15][C:16]2[N:21]=[C:20]([C:22]([F:25])([F:24])[F:23])[C:19]([N:26]([CH3:38])[C:27](=[O:37])[C:28]3[CH:29]=[CH:30][C:31]([C:32]([NH2:49])=[O:34])=[CH:35][CH:36]=3)=[CH:18][CH:17]=2)=[C:12]([CH:39]([CH3:40])[CH3:41])[O:11][N:10]=1, predict the reactants needed to synthesize it. (5) The reactants are: [N+:1]([C:4]1[CH:5]=[N:6][C:7]2[C:12]([C:13]=1[NH:14][CH2:15][C:16]([CH3:19])([NH2:18])[CH3:17])=[CH:11][CH:10]=[C:9]([C:20]1[CH:25]=[CH:24][CH:23]=[CH:22][CH:21]=1)[CH:8]=2)([O-:3])=[O:2].[CH:26]1([N:32]=[C:33]=[O:34])[CH2:31][CH2:30][CH2:29][CH2:28][CH2:27]1. Given the product [CH:26]1([NH:32][C:33]([NH:18][C:16]([CH3:19])([CH3:17])[CH2:15][NH:14][C:13]2[C:12]3[C:7](=[CH:8][C:9]([C:20]4[CH:21]=[CH:22][CH:23]=[CH:24][CH:25]=4)=[CH:10][CH:11]=3)[N:6]=[CH:5][C:4]=2[N+:1]([O-:3])=[O:2])=[O:34])[CH2:31][CH2:30][CH2:29][CH2:28][CH2:27]1, predict the reactants needed to synthesize it. (6) Given the product [F:34][C:26]1[CH:25]=[C:24]([C:11]2[C:12]([CH3:22])([CH3:23])[C@H:13]3[C@:8]([CH3:35])([CH2:9][CH:10]=2)[C@@H:7]2[C@:16]([CH3:21])([C@@:17]4([CH3:20])[C@H:4]([CH2:5][CH2:6]2)[C@H:3]2[C@H:36]([C:39]([CH3:41])=[CH2:40])[CH2:37][CH2:38][C@:2]2([NH:1][CH2:56][CH2:57][CH2:58][N:59]2[CH2:63][CH2:62][CH2:61][C:60]2=[O:64])[CH2:19][CH2:18]4)[CH2:15][CH2:14]3)[CH:33]=[CH:32][C:27]=1[C:28]([O:30][CH3:31])=[O:29], predict the reactants needed to synthesize it. The reactants are: [NH2:1][C@:2]12[CH2:38][CH2:37][C@@H:36]([C:39]([CH3:41])=[CH2:40])[C@@H:3]1[C@@H:4]1[C@@:17]([CH3:20])([CH2:18][CH2:19]2)[C@@:16]2([CH3:21])[C@@H:7]([C@:8]3([CH3:35])[C@@H:13]([CH2:14][CH2:15]2)[C:12]([CH3:23])([CH3:22])[C:11]([C:24]2[CH:33]=[CH:32][C:27]([C:28]([O:30][CH3:31])=[O:29])=[C:26]([F:34])[CH:25]=2)=[CH:10][CH2:9]3)[CH2:6][CH2:5]1.[I-].[K+].P(=O)(O)(O)O.[K].FC(F)(F)S(O[CH2:56][CH2:57][CH2:58][N:59]1[CH2:63][CH2:62][CH2:61][C:60]1=[O:64])(=O)=O. (7) Given the product [Cl:34][CH:11]([C:5]1[CH:6]=[CH:7][C:8]([O:9][CH3:10])=[C:3]([O:2][CH3:1])[CH:4]=1)[C:12]([O:14][CH2:15][C:16]1[CH:21]=[CH:20][CH:19]=[CH:18][CH:17]=1)=[O:13], predict the reactants needed to synthesize it. The reactants are: [CH3:1][O:2][C:3]1[CH:4]=[C:5]([CH:11](O)[C:12]([O:14][CH2:15][C:16]2[CH:21]=[CH:20][CH:19]=[CH:18][CH:17]=2)=[O:13])[CH:6]=[CH:7][C:8]=1[O:9][CH3:10].C(N(CC)CC)C.S([Cl:34])(C)(=O)=O.